From a dataset of Forward reaction prediction with 1.9M reactions from USPTO patents (1976-2016). Predict the product of the given reaction. (1) Given the reactants O[CH2:2][C:3]1[N:4]=[C:5]([C@H:8]2[CH2:12][CH2:11][CH2:10][N:9]2[C:13]([O:15][CH2:16][C:17]2[CH:22]=[CH:21][CH:20]=[CH:19][CH:18]=2)=[O:14])[O:6][CH:7]=1.[BH3-]C#N.[Na+], predict the reaction product. The product is: [CH3:2][C:3]1[N:4]=[C:5]([C@H:8]2[CH2:12][CH2:11][CH2:10][N:9]2[C:13]([O:15][CH2:16][C:17]2[CH:22]=[CH:21][CH:20]=[CH:19][CH:18]=2)=[O:14])[O:6][CH:7]=1. (2) Given the reactants ClC1N=C(Cl)N=C(Cl)N=1.[Cl:10][C:11]1[CH:12]=[C:13]([C:18]([C@H:20]2[CH2:22][C@@H:21]2[C:23]([NH2:25])=O)=[O:19])[CH:14]=[CH:15][C:16]=1[F:17], predict the reaction product. The product is: [Cl:10][C:11]1[CH:12]=[C:13]([C:18]([C@H:20]2[CH2:22][C@@H:21]2[C:23]#[N:25])=[O:19])[CH:14]=[CH:15][C:16]=1[F:17]. (3) Given the reactants Cl.[Cl:2][C:3]1[CH:4]=[CH:5][C:6]2[CH2:12][CH2:11][C:10]3[CH:13]=[CH:14][CH:15]=[CH:16][C:9]=3[N:8]([CH2:17][CH2:18][CH2:19][NH2:20])[C:7]=2[CH:21]=1.C(N(CC)CC)C.[C:29]1([S:35](Cl)(=[O:37])=[O:36])[CH:34]=[CH:33][CH:32]=[CH:31][CH:30]=1, predict the reaction product. The product is: [Cl:2][C:3]1[CH:4]=[CH:5][C:6]2[CH2:12][CH2:11][C:10]3[CH:13]=[CH:14][CH:15]=[CH:16][C:9]=3[N:8]([CH2:17][CH2:18][CH2:19][NH:20][S:35]([C:29]3[CH:34]=[CH:33][CH:32]=[CH:31][CH:30]=3)(=[O:37])=[O:36])[C:7]=2[CH:21]=1. (4) Given the reactants [C:1]([C:3]1[CH:8]=[CH:7][C:6]([CH2:9][C:10]#[N:11])=[CH:5][CH:4]=1)#[CH:2].Br[CH2:13][CH2:14]Cl.[OH-].[Na+].O, predict the reaction product. The product is: [C:1]([C:3]1[CH:8]=[CH:7][C:6]([C:9]2([C:10]#[N:11])[CH2:14][CH2:13]2)=[CH:5][CH:4]=1)#[CH:2]. (5) Given the reactants [CH3:1][Mg+].[Br-].[N:4]1[CH:9]=[CH:8][CH:7]=[C:6]([C:10]2[CH:15]=[CH:14][N:13]=[CH:12][CH:11]=2)[C:5]=1[C:16]1[CH:17]=[C:18]2[C:22](=[CH:23][CH:24]=1)[C:21](=O)[CH2:20][CH2:19]2, predict the reaction product. The product is: [CH3:1][C:21]1[C:22]2[C:18](=[CH:17][C:16]([C:5]3[C:6]([C:10]4[CH:15]=[CH:14][N:13]=[CH:12][CH:11]=4)=[CH:7][CH:8]=[CH:9][N:4]=3)=[CH:24][CH:23]=2)[CH2:19][CH:20]=1. (6) Given the reactants B(Br)(Br)Br.C[O:6][C:7]1[CH:12]=[CH:11][C:10]([C:13]2[N:14]=[CH:15][N:16]([CH3:28])[C:17]=2[C:18]2[S:27][C:21]3[N:22]=[CH:23][N:24]=[C:25]([NH2:26])[C:20]=3[CH:19]=2)=[CH:9][CH:8]=1, predict the reaction product. The product is: [NH2:26][C:25]1[C:20]2[CH:19]=[C:18]([C:17]3[N:16]([CH3:28])[CH:15]=[N:14][C:13]=3[C:10]3[CH:11]=[CH:12][C:7]([OH:6])=[CH:8][CH:9]=3)[S:27][C:21]=2[N:22]=[CH:23][N:24]=1.